Dataset: Full USPTO retrosynthesis dataset with 1.9M reactions from patents (1976-2016). Task: Predict the reactants needed to synthesize the given product. (1) Given the product [O:72]=[C:73]1[CH:77]=[CH:76][C:75](=[O:78])[N:74]1[CH2:79][CH2:80][CH2:81][C:82]([NH:84][CH2:85][CH2:86][N:87]([CH3:88])[C:1](=[O:3])[CH2:4][CH2:5][CH2:6][N:7]([CH3:64])[C@H:8]([C:12]([NH:14][C@H:15]([C:19]([N:21]([C@@H:23]([C@@H:60]([CH3:63])[CH2:61][CH3:62])[C@H:24]([O:58][CH3:59])[CH2:25][C:26]([N:28]1[CH2:32][CH2:31][CH2:30][C@H:29]1[C@H:33]([O:56][CH3:57])[C@@H:34]([CH3:55])[C:35]([NH:37][C@@:38]1([C:47]([N:49]2[CH2:54][CH2:53][CH2:52][CH2:51][O:50]2)=[O:48])[CH2:40][C@@H:39]1[C:41]1[CH:46]=[CH:45][CH:44]=[CH:43][CH:42]=1)=[O:36])=[O:27])[CH3:22])=[O:20])[CH:16]([CH3:17])[CH3:18])=[O:13])[CH:9]([CH3:10])[CH3:11])=[O:83], predict the reactants needed to synthesize it. The reactants are: [C:1]([CH2:4][CH2:5][CH2:6][N:7]([CH3:64])[C@H:8]([C:12]([NH:14][C@H:15]([C:19]([N:21]([C@@H:23]([C@@H:60]([CH3:63])[CH2:61][CH3:62])[C@H:24]([O:58][CH3:59])[CH2:25][C:26]([N:28]1[CH2:32][CH2:31][CH2:30][C@H:29]1[C@H:33]([O:56][CH3:57])[C@@H:34]([CH3:55])[C:35]([NH:37][C@@:38]1([C:47]([N:49]2[CH2:54][CH2:53][CH2:52][CH2:51][O:50]2)=[O:48])[CH2:40][C@@H:39]1[C:41]1[CH:46]=[CH:45][CH:44]=[CH:43][CH:42]=1)=[O:36])=[O:27])[CH3:22])=[O:20])[CH:16]([CH3:18])[CH3:17])=[O:13])[CH:9]([CH3:11])[CH3:10])([OH:3])=O.FC(F)(F)C(O)=O.[O:72]=[C:73]1[CH:77]=[CH:76][C:75](=[O:78])[N:74]1[CH2:79][CH2:80][CH2:81][C:82]([NH:84][CH2:85][CH2:86][NH:87][CH3:88])=[O:83].F[P-](F)(F)(F)(F)F.N1(OC(N(C)C)=[N+](C)C)C2N=CC=CC=2N=N1.C(N(CC)C(C)C)(C)C. (2) Given the product [NH2:1][C:2]1[CH:21]=[CH:20][C:5]([C:6]([NH:8][CH2:9][CH2:10][N:11]([CH2:18][CH3:19])[CH2:12][CH2:13][C:14]([NH:23][OH:22])=[O:15])=[O:7])=[CH:4][CH:3]=1, predict the reactants needed to synthesize it. The reactants are: [NH2:1][C:2]1[CH:21]=[CH:20][C:5]([C:6]([NH:8][CH2:9][CH2:10][N:11]([CH2:18][CH3:19])[CH2:12][CH2:13][C:14](OC)=[O:15])=[O:7])=[CH:4][CH:3]=1.[OH:22][NH2:23].Cl. (3) Given the product [Cl:1][C:2]1[CH:3]=[C:4]2[C:8](=[CH:9][CH:10]=1)[NH:7][CH:6]=[C:5]2[CH2:11][CH2:12][NH:13][C:14]([C:15]1[CH:20]=[CH:19][C:18]([C:28]2[CH:29]=[CH:30][C:25]([C:24]([F:35])([F:34])[F:23])=[CH:26][CH:27]=2)=[CH:17][CH:16]=1)=[O:22], predict the reactants needed to synthesize it. The reactants are: [Cl:1][C:2]1[CH:3]=[C:4]2[C:8](=[CH:9][CH:10]=1)[NH:7][CH:6]=[C:5]2[CH2:11][CH2:12][NH:13][C:14](=[O:22])[C:15]1[CH:20]=[CH:19][C:18](I)=[CH:17][CH:16]=1.[F:23][C:24]([F:35])([F:34])[C:25]1[CH:30]=[CH:29][C:28](B(O)O)=[CH:27][CH:26]=1.C(=O)([O-])[O-].[Na+].[Na+]. (4) Given the product [F:1][C:2]1[CH:3]=[C:4]([CH:19]=[CH:20][C:21]=1[NH:22][C:23]([NH:25][C:26]1[CH:31]=[C:30]([CH3:32])[CH:29]=[CH:28][C:27]=1[F:33])=[O:24])[O:5][C:6]1[CH:11]=[CH:10][N:9]=[C:8]2[CH:12]=[C:13]([C:15]([OH:17])=[O:16])[S:14][C:7]=12, predict the reactants needed to synthesize it. The reactants are: [F:1][C:2]1[CH:3]=[C:4]([CH:19]=[CH:20][C:21]=1[NH:22][C:23]([NH:25][C:26]1[CH:31]=[C:30]([CH3:32])[CH:29]=[CH:28][C:27]=1[F:33])=[O:24])[O:5][C:6]1[CH:11]=[CH:10][N:9]=[C:8]2[CH:12]=[C:13]([C:15]([O:17]C)=[O:16])[S:14][C:7]=12.[OH-].[Na+].Cl. (5) Given the product [F:1][C:2]1[CH:7]=[C:6]([CH2:8][N:22]2[CH2:23][CH2:24][CH2:25][C:26]2=[O:28])[CH:5]=[C:4]([F:10])[C:3]=1[C:11]1[N:16]=[C:15]([C:17]([O:19][CH3:20])=[O:18])[CH:14]=[CH:13][C:12]=1[F:21], predict the reactants needed to synthesize it. The reactants are: [F:1][C:2]1[CH:7]=[C:6]([CH:8]=O)[CH:5]=[C:4]([F:10])[C:3]=1[C:11]1[N:16]=[C:15]([C:17]([O:19][CH3:20])=[O:18])[CH:14]=[CH:13][C:12]=1[F:21].[NH2:22][CH2:23][CH2:24][CH2:25][C:26]([O:28]C)=O.[BH4-].[Na+]. (6) The reactants are: Br[C:2]1[C:7]([O:8][CH3:9])=[CH:6][CH:5]=[C:4]([CH3:10])[N:3]=1.[F:11][C:12]([F:23])([F:22])[C:13]1[CH:14]=[C:15](B(O)O)[CH:16]=[CH:17][CH:18]=1.C1C=CC(P(C2C=CC=CC=2)C2C=CC=CC=2)=CC=1.C([O-])([O-])=O.[K+].[K+]. Given the product [CH3:9][O:8][C:7]1[C:2]([C:17]2[CH:16]=[CH:15][CH:14]=[C:13]([C:12]([F:23])([F:22])[F:11])[CH:18]=2)=[N:3][C:4]([CH3:10])=[CH:5][CH:6]=1, predict the reactants needed to synthesize it.